The task is: Predict which catalyst facilitates the given reaction.. This data is from Catalyst prediction with 721,799 reactions and 888 catalyst types from USPTO. (1) Reactant: [NH2:1][C@H:2]([C:7]([OH:9])=[O:8])[C@H:3]([CH2:5][CH3:6])[CH3:4].[C:10](=O)([O:21]C1C=CC([N+]([O-])=O)=CC=1)[O:11][C:12]1[CH:17]=[CH:16][C:15]([N+:18]([O-:20])=[O:19])=[CH:14][CH:13]=1. Product: [N+:18]([C:15]1[CH:16]=[CH:17][C:12]([O:11][C:10]([NH:1][C@H:2]([C:7]([OH:9])=[O:8])[C@H:3]([CH2:5][CH3:6])[CH3:4])=[O:21])=[CH:13][CH:14]=1)([O-:20])=[O:19]. The catalyst class is: 7. (2) Reactant: [CH:1](=O)[CH2:2][CH2:3][CH2:4][CH:5]=[O:6].Cl.[CH2:9]([NH2:16])[C:10]1[CH:15]=[CH:14][CH:13]=[CH:12][CH:11]=1.[CH2:17]([C:24](O)=O)[C:18](CC(O)=O)=O.C([O-])(=O)C.[Na+]. Product: [CH2:9]([N:16]1[CH:3]2[CH2:2][CH2:1][CH2:24][CH:17]1[CH2:18][C:5](=[O:6])[CH2:4]2)[C:10]1[CH:15]=[CH:14][CH:13]=[CH:12][CH:11]=1. The catalyst class is: 6. (3) Reactant: Cl.C(OC([N:9]1[CH2:14][CH2:13][N:12]([C:15]2[CH:20]=[CH:19][C:18]([C:21](=[O:35])/[CH:22]=[CH:23]/[C:24]3[CH:25]=[N:26][C:27](/[CH:30]=[CH:31]/[C:32]([OH:34])=O)=[CH:28][CH:29]=3)=[CH:17][CH:16]=2)[CH2:11][CH2:10]1)=O)(C)(C)C.C(Cl)CCl.C1C=CC2[N:48]([OH:49])N=NC=2C=1.NOC1CCCCO1. Product: [OH:49][NH:48][C:32](=[O:34])/[CH:31]=[CH:30]/[C:27]1[CH:28]=[CH:29][C:24](/[CH:23]=[CH:22]/[C:21](=[O:35])[C:18]2[CH:17]=[CH:16][C:15]([N:12]3[CH2:11][CH2:10][NH:9][CH2:14][CH2:13]3)=[CH:20][CH:19]=2)=[CH:25][N:26]=1. The catalyst class is: 198. (4) Reactant: [CH3:1][C:2]1[N:7]=[C:6]([SH:8])[N:5]=[C:4]([OH:9])[CH:3]=1.C(=O)([O-])[O-].[K+].[K+].Br[CH2:17][C:18]1[C:19]([CH3:25])=[N:20][N:21]([CH3:24])[C:22]=1[Cl:23]. Product: [Cl:23][C:22]1[N:21]([CH3:24])[N:20]=[C:19]([CH3:25])[C:18]=1[CH2:17][S:8][C:6]1[N:5]=[C:4]([OH:9])[CH:3]=[C:2]([CH3:1])[N:7]=1. The catalyst class is: 3. (5) Reactant: Br[CH2:2][C:3]([O:5][C:6]([CH3:9])([CH3:8])[CH3:7])=[O:4].[CH3:10][O:11][C:12]1[CH:13]=[C:14]([CH:17]=[CH:18][CH:19]=1)[CH2:15][NH2:16].Cl. Product: [C:6]([O:5][C:3](=[O:4])[CH2:2][NH:16][CH2:15][C:14]1[CH:17]=[CH:18][CH:19]=[C:12]([O:11][CH3:10])[CH:13]=1)([CH3:9])([CH3:8])[CH3:7]. The catalyst class is: 2.